Dataset: Peptide-MHC class I binding affinity with 185,985 pairs from IEDB/IMGT. Task: Regression. Given a peptide amino acid sequence and an MHC pseudo amino acid sequence, predict their binding affinity value. This is MHC class I binding data. (1) The peptide sequence is YMWECPDFF. The MHC is HLA-B57:01 with pseudo-sequence HLA-B57:01. The binding affinity (normalized) is 0.328. (2) The MHC is HLA-B07:02 with pseudo-sequence HLA-B07:02. The peptide sequence is LAEQFSGEY. The binding affinity (normalized) is 0.0847.